Predict the reactants needed to synthesize the given product. From a dataset of Full USPTO retrosynthesis dataset with 1.9M reactions from patents (1976-2016). (1) Given the product [Br:21][CH2:19][CH2:15][O:16][CH:10]1[CH2:11][CH2:5][CH2:6][CH2:7][O:9]1.[Br-:21], predict the reactants needed to synthesize it. The reactants are: C[C@H]1[C@@H]2CC[C@:15]3([CH3:19])OO[C@:11]42[C@H:5]([C@@H:6](C)[C:7]([O:9][C@@H:10]4[O:16]3)=O)CC1.[Br:21]CC#N. (2) Given the product [Cl:33][C:21]1[C:22]([C:24]2[C:32]3[C:27](=[CH:28][CH:29]=[CH:30][CH:31]=3)[NH:26][CH:25]=2)=[N:23][C:18]([NH:17][C@@H:13]2[CH2:14][CH2:15][CH2:16][C@H:11]([C:9]([NH:8][C:5]3[CH:6]=[CH:7][C:2]([NH:1][C:47](=[O:48])/[CH:46]=[CH:42]/[CH2:40][N:36]([CH3:35])[CH3:37])=[CH:3][CH:4]=3)=[O:10])[CH2:12]2)=[N:19][CH:20]=1, predict the reactants needed to synthesize it. The reactants are: [NH2:1][C:2]1[CH:7]=[CH:6][C:5]([NH:8][C:9]([C@H:11]2[CH2:16][CH2:15][CH2:14][C@@H:13]([NH:17][C:18]3[N:23]=[C:22]([C:24]4[C:32]5[C:27](=[CH:28][CH:29]=[CH:30][CH:31]=5)[NH:26][CH:25]=4)[C:21]([Cl:33])=[CH:20][N:19]=3)[CH2:12]2)=[O:10])=[CH:4][CH:3]=1.C[CH2:35][N:36]([CH:40]([CH3:42])C)[CH:37](C)C.BrC/C=[CH:46]/[C:47](Cl)=[O:48].C(Cl)Cl.CNC.C1COCC1. (3) Given the product [CH3:1][O:2][C:3](=[O:14])[CH2:4][O:5][C:6]1[CH:11]=[CH:10][C:9]([Cl:12])=[C:8]2[C:7]=1[C:25]([CH2:26][CH3:27])=[C:24]([CH2:23][C:22]1[CH:21]=[CH:20][C:19]([S:16]([CH3:15])(=[O:18])=[O:17])=[CH:34][CH:33]=1)[C:29]([CH2:30][CH3:31])=[N:13]2, predict the reactants needed to synthesize it. The reactants are: [CH3:1][O:2][C:3](=[O:14])[CH2:4][O:5][C:6]1[CH:11]=[CH:10][C:9]([Cl:12])=[C:8]([NH2:13])[CH:7]=1.[CH3:15][S:16]([C:19]1[CH:34]=[CH:33][C:22]([CH2:23][CH:24]([C:29](=O)[CH2:30][CH3:31])[C:25](=O)[CH2:26][CH3:27])=[CH:21][CH:20]=1)(=[O:18])=[O:17]. (4) The reactants are: [CH3:1][O:2][C:3](=[O:24])[C:4]1[C:5](=[C:10]([CH3:23])[C:11](OS(C(F)(F)F)(=O)=O)=[CH:12][C:13]=1[OH:14])[C:6]([O:8][CH3:9])=[O:7].[Cl-].[Li+].[C:27]1([As](C2C=CC=CC=2)C2C=CC=CC=2)C=CC=C[CH:28]=1.C(C([Sn])=C(CCCC)CCCC)CCC.[F-].[K+]. Given the product [CH3:1][O:2][C:3](=[O:24])[C:4]1[C:5](=[C:10]([CH3:23])[C:11]([CH:27]=[CH2:28])=[CH:12][C:13]=1[OH:14])[C:6]([O:8][CH3:9])=[O:7], predict the reactants needed to synthesize it. (5) The reactants are: [O:1]1[CH:5]=[CH:4][CH:3]=[C:2]1[C:6]1[O:7][C:8]([CH3:31])=[C:9]([CH2:11][O:12][C:13]2[CH:28]=[CH:27][C:16]([CH2:17][O:18][C:19]3[C:23]([CH:24]=O)=[CH:22][N:21]([CH3:26])[N:20]=3)=[CH:15][C:14]=2[O:29][CH3:30])[N:10]=1.C(OP([CH2:40][C:41]([O:43][CH2:44][CH3:45])=[O:42])(OCC)=O)C.CN(C)C=O.[H-].[Na+]. Given the product [O:1]1[CH:5]=[CH:4][CH:3]=[C:2]1[C:6]1[O:7][C:8]([CH3:31])=[C:9]([CH2:11][O:12][C:13]2[CH:28]=[CH:27][C:16]([CH2:17][O:18][C:19]3[C:23](/[CH:24]=[CH:40]/[C:41]([O:43][CH2:44][CH3:45])=[O:42])=[CH:22][N:21]([CH3:26])[N:20]=3)=[CH:15][C:14]=2[O:29][CH3:30])[N:10]=1, predict the reactants needed to synthesize it. (6) Given the product [ClH:15].[ClH:15].[NH2:1][C:2]1[S:3][C:4]2[CH2:10][CH:9]([NH:11][CH2:12][CH2:13][CH3:14])[CH2:8][CH2:7][C:5]=2[N:6]=1, predict the reactants needed to synthesize it. The reactants are: [NH2:1][C:2]1[S:3][C:4]2[CH2:10][CH:9]([NH:11][CH2:12][CH2:13][CH3:14])[CH2:8][CH2:7][C:5]=2[N:6]=1.[ClH:15]. (7) The reactants are: [C:1]([C:4]1[CH:9]=[N:8][N:7]2[CH:10]=[C:11]([C:13]3[CH:14]=[N:15][C:16]([CH2:19][NH:20][C:21](=[O:25])[CH2:22][O:23][CH3:24])=[CH:17][CH:18]=3)[CH:12]=[C:6]2[C:5]=1[NH:26][C@H:27]1[C@@H:31]([CH2:32][CH3:33])[CH2:30][N:29](C(OCC2C=CC=CC=2)=O)[CH2:28]1)(=[O:3])[NH2:2].[Si](I)(C)(C)C. Given the product [CH2:32]([C@H:31]1[CH2:30][NH:29][CH2:28][C@H:27]1[NH:26][C:5]1[C:6]2[N:7]([CH:10]=[C:11]([C:13]3[CH:14]=[N:15][C:16]([CH2:19][NH:20][C:21](=[O:25])[CH2:22][O:23][CH3:24])=[CH:17][CH:18]=3)[CH:12]=2)[N:8]=[CH:9][C:4]=1[C:1]([NH2:2])=[O:3])[CH3:33], predict the reactants needed to synthesize it.